From a dataset of Full USPTO retrosynthesis dataset with 1.9M reactions from patents (1976-2016). Predict the reactants needed to synthesize the given product. (1) Given the product [CH:32]1[C:33]2[CH:21]([CH2:20][O:19][C:17]([NH:16][C@@H:14]3[CH2:15][N:8]([C:1]([O:3][C:4]([CH3:6])([CH3:7])[CH3:5])=[O:2])[C@H:9]([C:10](=[O:11])[NH:65][C@H:55]4[C:64]5[C:59](=[CH:60][CH:61]=[CH:62][CH:63]=5)[CH2:58][CH2:57][CH2:56]4)[CH2:13]3)=[O:18])[C:22]3[C:27](=[CH:26][CH:25]=[CH:24][CH:23]=3)[C:28]=2[CH:29]=[CH:30][CH:31]=1, predict the reactants needed to synthesize it. The reactants are: [C:1]([N:8]1[CH2:15][C@@H:14]([NH:16][C:17]([O:19][CH2:20][CH:21]2[C:33]3[C:28](=[CH:29][CH:30]=[CH:31][CH:32]=3)[C:27]3[C:22]2=[CH:23][CH:24]=[CH:25][CH:26]=3)=[O:18])[CH2:13][C@H:9]1[C:10](O)=[O:11])([O:3][C:4]([CH3:7])([CH3:6])[CH3:5])=[O:2].C(Cl)CCl.C1C=NC2N(O)N=NC=2C=1.CN1CCOCC1.[C@H:55]1([NH2:65])[C:64]2[C:59](=[CH:60][CH:61]=[CH:62][CH:63]=2)[CH2:58][CH2:57][CH2:56]1. (2) Given the product [CH3:1][C:2]1([CH3:14])[O:6][C:5]2[CH:7]=[CH:8][C:9]([CH2:11][NH2:12])=[CH:10][C:4]=2[O:3]1, predict the reactants needed to synthesize it. The reactants are: [CH3:1][C:2]1([CH3:14])[O:6][C:5]2[CH:7]=[CH:8][C:9]([CH:11]=[N:12]O)=[CH:10][C:4]=2[O:3]1.[H-].[H-].[H-].[H-].[Li+].[Al+3].C(OC(=O)C)C.O.